Predict the reaction yield, written as a fraction of the theoretical maximum amount of product (1.0 means a 100% yield; for example, 0.34 means a 34% yield). From a dataset of Reaction yield outcomes from USPTO patents with 853,638 reactions. (1) The reactants are F.F.F.C(N(CC)CC)C.C(N(CC)CC)C.[Si]([O:35][CH2:36][C@H:37]1[O:41][C@@H:40]([N:42]2[CH:49]=[C:48]([CH3:50])[C:46](=[O:47])[NH:45][C:43]2=[O:44])[C@H:39]([O:51][CH2:52][CH2:53][O:54][N:55]([CH3:57])[CH3:56])[C@@H:38]1[OH:58])(C(C)(C)C)(C1C=CC=CC=1)C1C=CC=CC=1.CO. The catalyst is C1COCC1.C(Cl)Cl. The product is [CH3:56][N:55]([CH3:57])[O:54][CH2:53][CH2:52][O:51][C@@H:39]1[C@H:38]([OH:58])[C@@H:37]([CH2:36][OH:35])[O:41][C@H:40]1[N:42]1[CH:49]=[C:48]([CH3:50])[C:46](=[O:47])[NH:45][C:43]1=[O:44]. The yield is 0.925. (2) The reactants are [CH3:1][O:2][CH2:3][CH2:4][N:5]1[CH2:11][CH2:10][C:9]2[CH:12]=[C:13]([NH2:16])[CH:14]=[CH:15][C:8]=2[CH2:7][CH2:6]1.Cl[C:18]1[N:23]=[C:22]([NH:24][C@@H:25]2[CH2:30][CH2:29][CH2:28][CH2:27][C@H:26]2[OH:31])[C:21]([Cl:32])=[CH:20][N:19]=1.Cl.O1CCOCC1. The catalyst is CC(O)C. The product is [Cl:32][C:21]1[C:22]([NH:24][C@@H:25]2[CH2:30][CH2:29][CH2:28][CH2:27][C@H:26]2[OH:31])=[N:23][C:18]([NH:16][C:13]2[CH:14]=[CH:15][C:8]3[CH2:7][CH2:6][N:5]([CH2:4][CH2:3][O:2][CH3:1])[CH2:11][CH2:10][C:9]=3[CH:12]=2)=[N:19][CH:20]=1. The yield is 0.280. (3) The reactants are C(O[C:4]1[CH:9]=[CH:8][N:7]=[CH:6][C:5]=1[N+:10]([O-:12])=[O:11])C.[CH2:13]([NH2:15])[CH3:14]. The catalyst is CCO. The product is [CH2:13]([NH:15][C:4]1[CH:9]=[CH:8][N:7]=[CH:6][C:5]=1[N+:10]([O-:12])=[O:11])[CH3:14]. The yield is 0.990. (4) The reactants are [F:1][C:2]1[CH:7]=[C:6]([C:8]([F:11])([F:10])[F:9])[CH:5]=[CH:4][C:3]=1[C:12]1[C:21]2[CH2:20][CH2:19][CH2:18][C@@H:17]([NH2:22])[C:16]=2[CH:15]=[N:14][CH:13]=1.[CH3:23][S:24](Cl)(=[O:26])=[O:25]. No catalyst specified. The product is [F:1][C:2]1[CH:7]=[C:6]([C:8]([F:9])([F:11])[F:10])[CH:5]=[CH:4][C:3]=1[C:12]1[C:21]2[CH2:20][CH2:19][CH2:18][C@@H:17]([NH:22][S:24]([CH3:23])(=[O:26])=[O:25])[C:16]=2[CH:15]=[N:14][CH:13]=1. The yield is 0.600. (5) The reactants are [Cl:1][C:2]1[N:3]=[C:4](Cl)[C:5]2[CH2:10][CH2:9][CH:8]([C:11]3[CH:16]=[CH:15][C:14]([F:17])=[CH:13][CH:12]=3)[C:6]=2[N:7]=1.[CH2:19]([CH:21]1[CH2:25][CH2:24][CH2:23][NH:22]1)[CH3:20]. No catalyst specified. The product is [Cl:1][C:2]1[N:3]=[C:4]([N:22]2[CH2:23][CH2:24][CH2:25][CH:21]2[CH2:19][CH3:20])[C:5]2[CH2:10][CH2:9][CH:8]([C:11]3[CH:16]=[CH:15][C:14]([F:17])=[CH:13][CH:12]=3)[C:6]=2[N:7]=1. The yield is 0.320.